Dataset: Peptide-MHC class I binding affinity with 185,985 pairs from IEDB/IMGT. Task: Regression. Given a peptide amino acid sequence and an MHC pseudo amino acid sequence, predict their binding affinity value. This is MHC class I binding data. The peptide sequence is FPNLQVDPT. The MHC is HLA-A24:03 with pseudo-sequence HLA-A24:03. The binding affinity (normalized) is 0.0847.